From a dataset of Catalyst prediction with 721,799 reactions and 888 catalyst types from USPTO. Predict which catalyst facilitates the given reaction. (1) Reactant: [CH3:1][O:2][C:3](=[O:15])[CH2:4][CH:5]1[C:9]2[CH:10]=[CH:11][C:12]([OH:14])=[CH:13][C:8]=2[O:7][CH2:6]1.Br[CH2:17][CH2:18][CH2:19][Cl:20].C(=O)([O-])[O-].[K+].[K+]. Product: [CH3:1][O:2][C:3](=[O:15])[CH2:4][CH:5]1[C:9]2[CH:10]=[CH:11][C:12]([O:14][CH2:17][CH2:18][CH2:19][Cl:20])=[CH:13][C:8]=2[O:7][CH2:6]1. The catalyst class is: 9. (2) The catalyst class is: 140. Product: [C:14]([O:13][C:11]([NH:10][C:8]1[CH:7]=[C:6]([B:19]2[O:23][C:22]([CH3:25])([CH3:24])[C:21]([CH3:27])([CH3:26])[O:20]2)[CH:5]=[C:4]([N+:1]([O-:3])=[O:2])[CH:9]=1)=[O:12])([CH3:17])([CH3:16])[CH3:15]. Reactant: [N+:1]([C:4]1[CH:5]=[C:6](Br)[CH:7]=[C:8]([NH:10][C:11]([O:13][C:14]([CH3:17])([CH3:16])[CH3:15])=[O:12])[CH:9]=1)([O-:3])=[O:2].[B:19]1([B:19]2[O:23][C:22]([CH3:25])([CH3:24])[C:21]([CH3:27])([CH3:26])[O:20]2)[O:23][C:22]([CH3:25])([CH3:24])[C:21]([CH3:27])([CH3:26])[O:20]1.CC([O-])=O.[K+]. (3) Reactant: [CH2:1]1[O:34][C:33]2[CH:32]=[CH:31][C:5]([CH2:6][N:7]([S:18]([C:21]3[C:26]([CH3:27])=[CH:25][C:24]([O:28][CH3:29])=[CH:23][C:22]=3[CH3:30])(=[O:20])=[O:19])[C@H:8]([CH2:12][NH:13][S:14]([CH3:17])(=[O:16])=[O:15])[C:9]([OH:11])=O)=[CH:4][C:3]=2[O:2]1.[CH2:35]([O:42][NH2:43])[C:36]1[CH:41]=[CH:40][CH:39]=[CH:38][CH:37]=1.O.ON1C2C=CC=CC=2N=N1.CN1CCOCC1. Product: [CH2:35]([O:42][NH:43][C:9](=[O:11])[C@H:8]([N:7]([CH2:6][C:5]1[CH:31]=[CH:32][C:33]2[O:34][CH2:1][O:2][C:3]=2[CH:4]=1)[S:18]([C:21]1[C:26]([CH3:27])=[CH:25][C:24]([O:28][CH3:29])=[CH:23][C:22]=1[CH3:30])(=[O:20])=[O:19])[CH2:12][NH:13][S:14]([CH3:17])(=[O:15])=[O:16])[C:36]1[CH:41]=[CH:40][CH:39]=[CH:38][CH:37]=1. The catalyst class is: 9. (4) Reactant: [Br:1][C:2]1[CH:3]=[C:4]2[C:9](=[CH:10][CH:11]=1)[CH:8]=[C:7]([OH:12])[CH:6]=[CH:5]2.N1C=CN=C1.[CH3:18][C:19]([Si:22](Cl)([CH3:24])[CH3:23])([CH3:21])[CH3:20]. Product: [O:12]([C:7]1[CH:6]=[CH:5][C:4]2[C:9](=[CH:10][CH:11]=[C:2]([Br:1])[CH:3]=2)[CH:8]=1)[Si:22]([C:19]([CH3:21])([CH3:20])[CH3:18])([CH3:24])[CH3:23]. The catalyst class is: 116.